From a dataset of Forward reaction prediction with 1.9M reactions from USPTO patents (1976-2016). Predict the product of the given reaction. (1) Given the reactants [OH-].[K+].[Cl:3][C:4]1[CH:9]=[CH:8][C:7]([C:10]2[C:11]([C:18]([O:20]C)=[O:19])=[CH:12][C:13]([F:17])=[C:14]([F:16])[CH:15]=2)=[CH:6][C:5]=1[C:22]([NH:24][CH2:25][C:26]12[CH2:35][CH:30]3[CH2:31][CH:32]([CH2:34][CH:28]([CH2:29]3)[CH2:27]1)[CH2:33]2)=[O:23], predict the reaction product. The product is: [Cl:3][C:4]1[CH:9]=[CH:8][C:7]([C:10]2[C:11]([C:18]([OH:20])=[O:19])=[CH:12][C:13]([F:17])=[C:14]([F:16])[CH:15]=2)=[CH:6][C:5]=1[C:22]([NH:24][CH2:25][C:26]12[CH2:35][CH:30]3[CH2:31][CH:32]([CH2:34][CH:28]([CH2:29]3)[CH2:27]1)[CH2:33]2)=[O:23]. (2) Given the reactants [C:1]1([S:7]([C:10]2[C:19]3[C:14](=[C:15]([N:20]4[CH2:25][CH2:24][NH:23][CH2:22][CH2:21]4)[CH:16]=[CH:17][CH:18]=3)[N:13]=[CH:12][CH:11]=2)(=[O:9])=[O:8])[CH:6]=[CH:5][CH:4]=[CH:3][CH:2]=1.[ClH:26].CCOCC, predict the reaction product. The product is: [ClH:26].[C:1]1([S:7]([C:10]2[C:19]3[C:14](=[C:15]([N:20]4[CH2:25][CH2:24][NH:23][CH2:22][CH2:21]4)[CH:16]=[CH:17][CH:18]=3)[N:13]=[CH:12][CH:11]=2)(=[O:8])=[O:9])[CH:2]=[CH:3][CH:4]=[CH:5][CH:6]=1.